Dataset: Full USPTO retrosynthesis dataset with 1.9M reactions from patents (1976-2016). Task: Predict the reactants needed to synthesize the given product. (1) Given the product [F:8][C:7]([F:10])([F:9])[C:6]1[NH:21][N:20]=[CH:4][CH:5]=1, predict the reactants needed to synthesize it. The reactants are: C(O/[CH:4]=[CH:5]/[C:6](=O)[C:7]([F:10])([F:9])[F:8])C.C(N(CC)CC)C.Cl.[NH2:20][NH2:21].C(OCC)(=O)C. (2) The reactants are: [H-].[Na+].[Br:3][C:4]1[CH:9]=[CH:8][N:7]=[CH:6][C:5]=1[OH:10].Br[CH2:12][CH:13]1[CH2:15][CH2:14]1.O. Given the product [Br:3][C:4]1[CH:9]=[CH:8][N:7]=[CH:6][C:5]=1[O:10][CH2:12][CH:13]1[CH2:15][CH2:14]1, predict the reactants needed to synthesize it. (3) Given the product [CH2:1]([C:3]1[CH:8]=[CH:7][C:6]([NH:9][C:10]2[C:15]([F:16])=[C:14]([F:17])[CH:13]=[CH:12][C:11]=2[C:18]2[O:22][C:21]([NH:23][CH2:24][CH2:25][O:26][C:34](=[O:36])[CH3:35])=[N:20][N:19]=2)=[C:5]([F:27])[CH:4]=1)[CH3:2], predict the reactants needed to synthesize it. The reactants are: [CH2:1]([C:3]1[CH:8]=[CH:7][C:6]([NH:9][C:10]2[C:15]([F:16])=[C:14]([F:17])[CH:13]=[CH:12][C:11]=2[C:18]2[O:22][C:21]([NH:23][CH2:24][CH2:25][OH:26])=[N:20][N:19]=2)=[C:5]([F:27])[CH:4]=1)[CH3:2].N1C=CC=CC=1.[C:34](OC(=O)C)(=[O:36])[CH3:35].Cl. (4) Given the product [Cl:49][C:50]1[CH:51]=[C:52]([NH:53][C:28]([C:26]2[C:25]([N:31]3[CH2:32][CH2:33][CH:34]([C:37]([F:39])([F:38])[F:40])[CH2:35][CH2:36]3)=[CH:24][C:21]3[N:22]([CH3:23])[C:18]([NH:17][C:3]4[C:4]([Cl:16])=[CH:5][CH:6]=[C:7]([CH2:8][NH:9][C:10](=[O:15])[C:11]([CH3:14])([CH3:13])[CH3:12])[C:2]=4[Cl:1])=[N:19][C:20]=3[CH:27]=2)=[O:30])[CH:54]=[CH:55][C:56]=1[F:57], predict the reactants needed to synthesize it. The reactants are: [Cl:1][C:2]1[C:7]([CH2:8][NH:9][C:10](=[O:15])[C:11]([CH3:14])([CH3:13])[CH3:12])=[CH:6][CH:5]=[C:4]([Cl:16])[C:3]=1[NH:17][C:18]1[N:22]([CH3:23])[C:21]2[CH:24]=[C:25]([N:31]3[CH2:36][CH2:35][CH:34]([C:37]([F:40])([F:39])[F:38])[CH2:33][CH2:32]3)[C:26]([C:28]([OH:30])=O)=[CH:27][C:20]=2[N:19]=1.ClC(N(C)C)=C(C)C.[Cl:49][C:50]1[CH:51]=[C:52]([CH:54]=[CH:55][C:56]=1[F:57])[NH2:53].CCN(C(C)C)C(C)C. (5) Given the product [CH2:1]([N:5]([S:15]([C:18]1[CH:23]=[CH:22][C:21]([N+:24]([O-:26])=[O:25])=[CH:20][CH:19]=1)(=[O:17])=[O:16])[C@H:6]([C:12]([OH:14])=[O:13])[CH2:7][CH2:8][CH2:9][CH2:10][NH:11][C:35](=[O:36])[CH:34]=[CH:33][C:32]1[CH:38]=[CH:39][C:29]([O:28][CH3:27])=[CH:30][CH:31]=1)[CH:2]([CH3:4])[CH3:3], predict the reactants needed to synthesize it. The reactants are: [CH2:1]([N:5]([S:15]([C:18]1[CH:23]=[CH:22][C:21]([N+:24]([O-:26])=[O:25])=[CH:20][CH:19]=1)(=[O:17])=[O:16])[C@H:6]([C:12]([OH:14])=[O:13])[CH2:7][CH2:8][CH2:9][CH2:10][NH2:11])[CH:2]([CH3:4])[CH3:3].[CH3:27][O:28][C:29]1[CH:39]=[CH:38][C:32]([CH:33]=[CH:34][C:35](O)=[O:36])=[CH:31][CH:30]=1. (6) Given the product [CH3:23][S:4][C:3]([N:5]1[CH2:9][CH2:8][CH2:7][C@@H:6]1[C:10]1[N:11]=[N:12][N:13]([C:15]2[CH:20]=[CH:19][CH:18]=[C:17]([C:21]#[N:22])[CH:16]=2)[N:14]=1)=[N:2][CH3:1], predict the reactants needed to synthesize it. The reactants are: [CH3:1][NH:2][C:3]([N:5]1[CH2:9][CH2:8][CH2:7][C@@H:6]1[C:10]1[N:11]=[N:12][N:13]([C:15]2[CH:20]=[CH:19][CH:18]=[C:17]([C:21]#[N:22])[CH:16]=2)[N:14]=1)=[S:4].[CH3:23]C(C)([O-])C.[Na+].CI.O. (7) Given the product [C:33]([O:36][CH:37]1[C:41]2=[N:42][C:43]3[C:44](=[N:45][CH:46]=[C:47]([NH:49][C:19]([C:6]4[N:7]([CH2:11][C:12]5[CH:17]=[CH:16][CH:15]=[C:14]([F:18])[CH:13]=5)[C:8]5[C:4]([CH:5]=4)=[CH:3][C:2]([F:1])=[CH:10][CH:9]=5)=[O:20])[CH:48]=3)[N:40]2[CH2:39][CH2:38]1)(=[O:35])[CH3:34], predict the reactants needed to synthesize it. The reactants are: [F:1][C:2]1[CH:3]=[C:4]2[C:8](=[CH:9][CH:10]=1)[N:7]([CH2:11][C:12]1[CH:17]=[CH:16][CH:15]=[C:14]([F:18])[CH:13]=1)[C:6]([C:19](O)=[O:20])=[CH:5]2.CN(C)CCCN=C=NCC.[C:33]([O:36][CH:37]1[C:41]2=[N:42][C:43]3[C:44](=[N:45][CH:46]=[C:47]([NH2:49])[CH:48]=3)[N:40]2[CH2:39][CH2:38]1)(=[O:35])[CH3:34]. (8) The reactants are: Br[CH2:2][C:3]1[S:4][C:5]([C:12]([O:14][CH2:15][CH3:16])=[O:13])=[C:6]([O:8][CH:9]([CH3:11])[CH3:10])[N:7]=1.[C:17]([O-:20])(=[O:19])[CH3:18].[K+].[Cl-].[NH4+]. Given the product [C:17]([O:20][CH2:2][C:3]1[S:4][C:5]([C:12]([O:14][CH2:15][CH3:16])=[O:13])=[C:6]([O:8][CH:9]([CH3:11])[CH3:10])[N:7]=1)(=[O:19])[CH3:18], predict the reactants needed to synthesize it. (9) Given the product [OH:26][CH:25]([C:20]1[CH:21]=[C:22]2[C:17](=[CH:18][CH:19]=1)[C:14]1=[N:15][O:16][C:12]([C:9]3[C:8]([C:27]([F:28])([F:29])[F:30])=[C:7]([C:1]4[CH:2]=[CH:3][CH:4]=[CH:5][CH:6]=4)[O:11][N:10]=3)=[C:13]1[CH2:24][CH2:23]2)[C:35]#[N:36], predict the reactants needed to synthesize it. The reactants are: [C:1]1([C:7]2[O:11][N:10]=[C:9]([C:12]3[O:16][N:15]=[C:14]4[C:17]5[C:22]([CH2:23][CH2:24][C:13]=34)=[CH:21][C:20]([CH:25]=[O:26])=[CH:19][CH:18]=5)[C:8]=2[C:27]([F:30])([F:29])[F:28])[CH:6]=[CH:5][CH:4]=[CH:3][CH:2]=1.C[Si]([C:35]#[N:36])(C)C.Cl.C(OCC)(=O)C.